Task: Predict the reactants needed to synthesize the given product.. Dataset: Full USPTO retrosynthesis dataset with 1.9M reactions from patents (1976-2016) (1) The reactants are: [C:1]([O:5][C:6]([N:8]1[CH2:13][CH2:12][CH:11]([OH:14])[CH2:10][CH2:9]1)=[O:7])([CH3:4])([CH3:3])[CH3:2].C1OCCOCCOCCOCCOCCOC1.CC(C)([O-])C.[K+].Br[CH2:40][C:41]1[C:42]([C:49]2[C:54]([Cl:55])=[CH:53][CH:52]=[CH:51][C:50]=2[Cl:56])=[N:43][O:44][C:45]=1[CH:46]1[CH2:48][CH2:47]1. Given the product [C:1]([O:5][C:6]([N:8]1[CH2:13][CH2:12][CH:11]([O:14][CH2:40][C:41]2[C:42]([C:49]3[C:50]([Cl:56])=[CH:51][CH:52]=[CH:53][C:54]=3[Cl:55])=[N:43][O:44][C:45]=2[CH:46]2[CH2:48][CH2:47]2)[CH2:10][CH2:9]1)=[O:7])([CH3:4])([CH3:2])[CH3:3], predict the reactants needed to synthesize it. (2) Given the product [NH2:34][C:2]1[N:7]=[C:6]([C:8]2[S:12][C:11]([CH:13]([CH3:15])[CH3:14])=[N:10][C:9]=2[C:16]2[CH:17]=[C:18]([NH:22][S:23]([C:26]3[C:31]([F:32])=[CH:30][CH:29]=[CH:28][C:27]=3[F:33])(=[O:25])=[O:24])[CH:19]=[CH:20][CH:21]=2)[CH:5]=[CH:4][N:3]=1, predict the reactants needed to synthesize it. The reactants are: Cl[C:2]1[N:7]=[C:6]([C:8]2[S:12][C:11]([CH:13]([CH3:15])[CH3:14])=[N:10][C:9]=2[C:16]2[CH:17]=[C:18]([NH:22][S:23]([C:26]3[C:31]([F:32])=[CH:30][CH:29]=[CH:28][C:27]=3[F:33])(=[O:25])=[O:24])[CH:19]=[CH:20][CH:21]=2)[CH:5]=[CH:4][N:3]=1.[NH3:34]. (3) Given the product [C:5]([C:7]1[CH:12]=[CH:11][C:10]([C:13]([NH:21][C:22](=[O:33])[CH2:23][CH2:24][C:25]2[CH:30]=[CH:29][CH:28]=[C:27]([OH:31])[CH:26]=2)([C:15]2[N:16]([CH3:20])[CH:17]=[N:18][CH:19]=2)[CH3:14])=[CH:9][C:8]=1[F:34])#[N:6], predict the reactants needed to synthesize it. The reactants are: B(Br)(Br)Br.[C:5]([C:7]1[CH:12]=[CH:11][C:10]([C:13]([NH:21][C:22](=[O:33])[CH2:23][CH2:24][C:25]2[CH:30]=[CH:29][CH:28]=[C:27]([O:31]C)[CH:26]=2)([C:15]2[N:16]([CH3:20])[CH:17]=[N:18][CH:19]=2)[CH3:14])=[CH:9][C:8]=1[F:34])#[N:6]. (4) Given the product [F:10][C:4]1[C:5]([F:9])=[CH:6][C:7]([F:8])=[C:2]([O:18][C:15]2[CH:14]=[C:13]([C:12]([F:20])([F:19])[F:11])[S:17][CH:16]=2)[N:3]=1, predict the reactants needed to synthesize it. The reactants are: F[C:2]1[C:7]([F:8])=[CH:6][C:5]([F:9])=[C:4]([F:10])[N:3]=1.[F:11][C:12]([F:20])([F:19])[C:13]1[S:17][CH:16]=[C:15]([OH:18])[CH:14]=1.C(=O)([O-])[O-].[K+].[K+]. (5) Given the product [Cl:1][C:2]1[CH:7]=[C:6]([Cl:8])[CH:5]=[CH:4][C:3]=1[CH:9]1[CH:18]([C:19]([NH:49][O:48][CH2:47][C:44]2[CH:43]=[N:42][C:41]([CH2:40][OH:39])=[CH:46][N:45]=2)=[O:20])[C:17]2[C:12](=[CH:13][CH:14]=[CH:15][CH:16]=2)[C:11](=[O:22])[N:10]1[CH:23]1[CH2:28][CH2:27][CH2:26][CH2:25][CH:24]1[NH:29][S:30]([CH3:33])(=[O:32])=[O:31], predict the reactants needed to synthesize it. The reactants are: [Cl:1][C:2]1[CH:7]=[C:6]([Cl:8])[CH:5]=[CH:4][C:3]=1[CH:9]1[CH:18]([C:19](O)=[O:20])[C:17]2[C:12](=[CH:13][CH:14]=[CH:15][CH:16]=2)[C:11](=[O:22])[N:10]1[CH:23]1[CH2:28][CH2:27][CH2:26][CH2:25][CH:24]1[NH:29][S:30]([CH3:33])(=[O:32])=[O:31].Cl.Cl.C([O:39][CH2:40][C:41]1[CH:46]=[N:45][C:44]([CH2:47][O:48][NH2:49])=[CH:43][N:42]=1)(=O)C.C1C=CC2N(O)N=NC=2C=1.CCN=C=NCCCN(C)C. (6) The reactants are: [NH2:1][CH2:2][CH2:3][C:4]1[CH:20]=[CH:19][C:7]([O:8][C:9]2[CH:14]=[CH:13][C:12]([NH:15][C:16](=[O:18])[CH3:17])=[CH:11][CH:10]=2)=[CH:6][CH:5]=1.[CH:21](=O)[C:22]1[CH:27]=[CH:26][CH:25]=[CH:24][CH:23]=1. Given the product [CH2:21]([NH:1][CH2:2][CH2:3][C:4]1[CH:20]=[CH:19][C:7]([O:8][C:9]2[CH:14]=[CH:13][C:12]([NH:15][C:16](=[O:18])[CH3:17])=[CH:11][CH:10]=2)=[CH:6][CH:5]=1)[C:22]1[CH:27]=[CH:26][CH:25]=[CH:24][CH:23]=1, predict the reactants needed to synthesize it. (7) Given the product [F:1][C:2]1[CH:7]=[CH:6][C:5]([F:8])=[CH:4][C:3]=1[C:9]1[CH2:13][N:12]([C:14]([N:16]([C@H:17]2[CH2:22][CH2:21][NH:20][CH2:19][C@H:18]2[F:33])[CH3:34])=[O:15])[C@:11]([CH2:41][OH:42])([C:35]2[CH:40]=[CH:39][CH:38]=[CH:37][CH:36]=2)[CH:10]=1, predict the reactants needed to synthesize it. The reactants are: [F:1][C:2]1[CH:7]=[CH:6][C:5]([F:8])=[CH:4][C:3]=1[C:9]1[CH2:13][N:12]([C:14]([N:16]([CH3:34])[C@H:17]2[CH2:22][CH2:21][N:20](C(OCC3C=CC=CC=3)=O)[CH2:19][C@H:18]2[F:33])=[O:15])[C@:11]([CH2:41][OH:42])([C:35]2[CH:40]=[CH:39][CH:38]=[CH:37][CH:36]=2)[CH:10]=1.C1CC=CCC=1. (8) The reactants are: [OH:1][CH2:2][C@H:3]1[CH2:8][N:7]([C:9]([O:11][CH2:12][C:13]2[CH:18]=[CH:17][CH:16]=[CH:15][CH:14]=2)=[O:10])[C@@H:6]([CH3:19])[CH2:5][CH2:4]1.C(OI(C1C=CC=CC=1)OC(=O)C)(=O)C.CC1(C)N([O])C(C)(C)CCC1.O. Given the product [CH:2]([C@H:3]1[CH2:8][N:7]([C:9]([O:11][CH2:12][C:13]2[CH:14]=[CH:15][CH:16]=[CH:17][CH:18]=2)=[O:10])[C@H:6]([CH3:19])[CH2:5][CH2:4]1)=[O:1], predict the reactants needed to synthesize it. (9) Given the product [CH2:15]([O:14][C:12]([C:3]1[CH:4]=[C:5]([CH2:8][C:9]([OH:11])=[O:10])[CH:6]=[CH:7][C:2]=1[NH:1][C:31]([C:26]1[C:25]([C:22]2[CH:23]=[CH:24][C:19]([C:18]([F:17])([F:34])[F:35])=[CH:20][CH:21]=2)=[CH:30][CH:29]=[CH:28][CH:27]=1)=[O:32])=[O:13])[CH3:16], predict the reactants needed to synthesize it. The reactants are: [NH2:1][C:2]1[CH:7]=[CH:6][C:5]([CH2:8][C:9]([OH:11])=[O:10])=[CH:4][C:3]=1[C:12]([O:14][CH2:15][CH3:16])=[O:13].[F:17][C:18]([F:35])([F:34])[C:19]1[CH:24]=[CH:23][C:22]([C:25]2[C:26]([C:31](Cl)=[O:32])=[CH:27][CH:28]=[CH:29][CH:30]=2)=[CH:21][CH:20]=1.C(=O)(O)[O-].[Na+]. (10) Given the product [F:1][C:2]1[CH:3]=[C:4]([C@H:10]2[CH2:14][CH2:13][CH2:12][N:11]2[C:15]2[CH:20]=[CH:19][N:18]3[N:21]=[CH:22][C:23]([C:24]([NH:51][CH2:52][CH2:53][CH2:54][OH:55])=[O:25])=[C:17]3[N:16]=2)[C:5]([O:8][CH3:9])=[N:6][CH:7]=1, predict the reactants needed to synthesize it. The reactants are: [F:1][C:2]1[CH:3]=[C:4]([C@H:10]2[CH2:14][CH2:13][CH2:12][N:11]2[C:15]2[CH:20]=[CH:19][N:18]3[N:21]=[CH:22][C:23]([C:24](O)=[O:25])=[C:17]3[N:16]=2)[C:5]([O:8][CH3:9])=[N:6][CH:7]=1.CN(C(ON1N=NC2C=CC=NC1=2)=[N+](C)C)C.F[P-](F)(F)(F)(F)F.[NH2:51][CH2:52][CH2:53][CH2:54][OH:55].CCN(C(C)C)C(C)C.